Predict the reactants needed to synthesize the given product. From a dataset of Full USPTO retrosynthesis dataset with 1.9M reactions from patents (1976-2016). Given the product [Cl:1][C:2]1[C:18]([Cl:19])=[C:17]([CH2:20][CH2:21][C:22](=[O:34])[C:23]2[S:24][C:25]([C:28]3[CH:29]=[CH:30][CH:31]=[CH:32][CH:33]=3)=[CH:26][CH:27]=2)[CH:16]=[CH:15][C:3]=1[O:4][C:5]([CH3:14])([CH3:13])[C:6]([OH:8])=[O:7], predict the reactants needed to synthesize it. The reactants are: [Cl:1][C:2]1[C:18]([Cl:19])=[C:17]([CH2:20][CH2:21][C:22](=[O:34])[C:23]2[S:24][C:25]([C:28]3[CH:33]=[CH:32][CH:31]=[CH:30][CH:29]=3)=[CH:26][CH:27]=2)[CH:16]=[CH:15][C:3]=1[O:4][C:5]([CH3:14])([CH3:13])[C:6]([O:8]C(C)(C)C)=[O:7].FC(F)(F)C(O)=O.